From a dataset of Full USPTO retrosynthesis dataset with 1.9M reactions from patents (1976-2016). Predict the reactants needed to synthesize the given product. (1) Given the product [C:22]([O:21][C:19]([NH:7][CH2:6][C:5]1[CH:8]=[CH:9][C:2]([F:1])=[CH:3][C:4]=1[S:10][CH3:11])=[O:20])([CH3:25])([CH3:24])[CH3:23], predict the reactants needed to synthesize it. The reactants are: [F:1][C:2]1[CH:9]=[CH:8][C:5]([CH2:6][NH2:7])=[C:4]([S:10][CH3:11])[CH:3]=1.C(N(CC)CC)C.[C:19](O[C:19]([O:21][C:22]([CH3:25])([CH3:24])[CH3:23])=[O:20])([O:21][C:22]([CH3:25])([CH3:24])[CH3:23])=[O:20]. (2) Given the product [F:1][C:2]1[CH:7]=[CH:6][C:5]([S:8]([NH:11][C:12]2[C:21]([C:22]([OH:24])=[O:23])=[C:20]3[C:15]([C:16]4[CH:28]=[CH:27][O:26][C:17]=4[CH2:18][O:19]3)=[CH:14][CH:13]=2)(=[O:9])=[O:10])=[C:4](/[CH:29]=[CH:30]\[CH2:31][N:32]2[CH2:33][CH2:34][O:35][CH2:36][CH2:37]2)[CH:3]=1, predict the reactants needed to synthesize it. The reactants are: [F:1][C:2]1[CH:7]=[CH:6][C:5]([S:8]([NH:11][C:12]2[C:21]([C:22]([O:24]C)=[O:23])=[C:20]3[C:15]([C:16]4[CH:28]=[CH:27][O:26][C:17]=4[CH2:18][O:19]3)=[CH:14][CH:13]=2)(=[O:10])=[O:9])=[C:4](/[CH:29]=[CH:30]\[CH2:31][N:32]2[CH2:37][CH2:36][O:35][CH2:34][CH2:33]2)[CH:3]=1.O.[OH-].[Li+].C(O)=O.